From a dataset of Full USPTO retrosynthesis dataset with 1.9M reactions from patents (1976-2016). Predict the reactants needed to synthesize the given product. Given the product [F:1][C:2]1[CH:21]=[CH:20][C:5]2[C:6]([C:9]3[CH:14]=[CH:13][C:12]([O:15][CH2:16][C@@H:17]([OH:18])[CH2:19][N:33]4[CH2:32][CH2:31][N:30]([C:25]5[CH:26]=[CH:27][CH:28]=[CH:29][C:24]=5[C:22]#[N:23])[CH2:35][CH2:34]4)=[CH:11][CH:10]=3)=[N:7][O:8][C:4]=2[CH:3]=1, predict the reactants needed to synthesize it. The reactants are: [F:1][C:2]1[CH:21]=[CH:20][C:5]2[C:6]([C:9]3[CH:14]=[CH:13][C:12]([O:15][CH2:16][C@@H:17]4[CH2:19][O:18]4)=[CH:11][CH:10]=3)=[N:7][O:8][C:4]=2[CH:3]=1.[C:22]([C:24]1[CH:29]=[CH:28][CH:27]=[CH:26][C:25]=1[N:30]1[CH2:35][CH2:34][NH:33][CH2:32][CH2:31]1)#[N:23].